From a dataset of Forward reaction prediction with 1.9M reactions from USPTO patents (1976-2016). Predict the product of the given reaction. (1) The product is: [OH:1][C:2]1[C:7]([CH:8]([CH3:9])[CH3:10])=[C:6]([CH3:11])[N:5]=[CH:4][N:3]=1. Given the reactants [OH:1][C:2]1[C:7]([CH:8]([CH3:10])[CH3:9])=[C:6]([CH3:11])[N:5]=[C:4](S)[N:3]=1, predict the reaction product. (2) The product is: [CH2:1]([O:4][C:5]1[C:6]([CH:11]([S:28][C:25]2[CH:26]=[CH:27][C:22]([Cl:21])=[CH:23][CH:24]=2)[C:13]2[CH:18]=[C:17]([F:19])[CH:16]=[CH:15][C:14]=2[F:20])=[N:7][CH:8]=[CH:9][CH:10]=1)[CH:2]=[CH2:3]. Given the reactants [CH2:1]([O:4][C:5]1[C:6]([CH:11]([C:13]2[CH:18]=[C:17]([F:19])[CH:16]=[CH:15][C:14]=2[F:20])O)=[N:7][CH:8]=[CH:9][CH:10]=1)[CH:2]=[CH2:3].[Cl:21][C:22]1[CH:27]=[CH:26][C:25]([SH:28])=[CH:24][CH:23]=1.C(=O)([O-])[O-].[K+].[K+].C(OCC)C, predict the reaction product. (3) Given the reactants [Si:1]([O:8][C@H:9]1[C@H:14]([O:15][Si:16]([C:19]([CH3:22])([CH3:21])[CH3:20])([CH3:18])[CH3:17])[CH2:13][CH2:12][N:11](C(OCC2C=CC=CC=2)=O)[CH2:10]1)([C:4]([CH3:7])([CH3:6])[CH3:5])([CH3:3])[CH3:2].[Si:33]([O:40][C@@H:41]1[C@@H:46]([O:47][Si:48]([C:51]([CH3:54])([CH3:53])[CH3:52])([CH3:50])[CH3:49])[CH2:45][CH2:44][N:43]([C:55]([O:57][CH2:58][C:59]2[CH:64]=[CH:63][CH:62]=[CH:61][CH:60]=2)=[O:56])[CH2:42]1)([C:36]([CH3:39])([CH3:38])[CH3:37])([CH3:35])[CH3:34], predict the reaction product. The product is: [Si:1]([O:8][C@H:9]1[C@H:14]([O:15][Si:16]([C:19]([CH3:22])([CH3:21])[CH3:20])([CH3:17])[CH3:18])[CH2:13][CH2:12][NH:11][CH2:10]1)([C:4]([CH3:7])([CH3:6])[CH3:5])([CH3:3])[CH3:2].[Si:33]([O:40][C@@H:41]1[C@@H:46]([O:47][Si:48]([C:51]([CH3:54])([CH3:53])[CH3:52])([CH3:50])[CH3:49])[CH2:45][CH2:44][N:43]([C:55]([O:57][CH2:58][C:59]2[CH:60]=[CH:61][CH:62]=[CH:63][CH:64]=2)=[O:56])[CH2:42]1)([C:36]([CH3:37])([CH3:38])[CH3:39])([CH3:35])[CH3:34]. (4) Given the reactants Cl.[CH2:2]([N:9]1[C:16](=O)[C@@H:15]2[C@@H:11]([CH2:12][NH:13][CH2:14]2)[C:10]1=O)[C:3]1[CH:8]=[CH:7][CH:6]=[CH:5][CH:4]=1.[H-].[H-].[H-].[H-].[Li+].[Al+3].O.[OH-].[Na+], predict the reaction product. The product is: [CH2:2]([N:9]1[CH2:10][C@@H:11]2[C@@H:15]([CH2:14][NH:13][CH2:12]2)[CH2:16]1)[C:3]1[CH:8]=[CH:7][CH:6]=[CH:5][CH:4]=1. (5) Given the reactants C(=O)([O-])[O-:2].[K+].[K+].[C:7]([N:10]1[C:19]2[C:14](=[CH:15][C:16]([C:22]3[CH:23]=[N:24][N:25]([CH:27]4[CH2:29][CH2:28]4)[CH:26]=3)=[C:17]([C:20]#[N:21])[CH:18]=2)[N:13]([C:30]([O:32][CH:33]([CH3:35])[CH3:34])=[O:31])[CH2:12][C@@H:11]1[CH3:36])(=[O:9])[CH3:8].OO, predict the reaction product. The product is: [C:7]([N:10]1[C:19]2[C:14](=[CH:15][C:16]([C:22]3[CH:23]=[N:24][N:25]([CH:27]4[CH2:28][CH2:29]4)[CH:26]=3)=[C:17]([C:20](=[O:2])[NH2:21])[CH:18]=2)[N:13]([C:30]([O:32][CH:33]([CH3:35])[CH3:34])=[O:31])[CH2:12][C@@H:11]1[CH3:36])(=[O:9])[CH3:8]. (6) Given the reactants [CH3:1][O:2][C:3]1[CH:4]=[C:5]2[C:10](=[CH:11][C:12]=1[O:13][CH3:14])[N:9]=[CH:8][CH:7]=[C:6]2[O:15][C:16]1[CH:25]=[C:24]2[C:19]([CH:20]=[CH:21][C:22]([NH2:26])=[CH:23]2)=[CH:18][CH:17]=1.C([O-])([O-])=O.[K+].[K+].N1C=CC=CC=1.[C:39]1([CH3:49])[CH:44]=[CH:43][CH:42]=[C:41]([S:45](Cl)(=[O:47])=[O:46])[CH:40]=1, predict the reaction product. The product is: [CH3:1][O:2][C:3]1[CH:4]=[C:5]2[C:10](=[CH:11][C:12]=1[O:13][CH3:14])[N:9]=[CH:8][CH:7]=[C:6]2[O:15][C:16]1[CH:25]=[C:24]2[C:19]([CH:20]=[CH:21][C:22]([NH:26][S:45]([C:41]3[CH:42]=[CH:43][CH:44]=[C:39]([CH3:49])[CH:40]=3)(=[O:47])=[O:46])=[CH:23]2)=[CH:18][CH:17]=1. (7) Given the reactants CS(O)(=O)=O.[C:6]([C:10]1[C:15]2[CH2:16][CH:17]([CH3:19])[O:18][C:14]=2[CH:13]=[CH:12][C:11]=1[OH:20])([CH3:9])([CH3:8])[CH3:7], predict the reaction product. The product is: [C:6]([C:10]1[C:15]2[CH2:16][CH:17]([CH3:19])[O:18][C:14]=2[C:13]([C:6]([CH3:9])([CH3:8])[CH3:7])=[CH:12][C:11]=1[OH:20])([CH3:9])([CH3:7])[CH3:8]. (8) Given the reactants [CH2:1]([C:3]1[CH:8]=[C:7]([CH2:9][OH:10])[CH:6]=[C:5]([CH3:11])[N:4]=1)[CH3:2], predict the reaction product. The product is: [CH2:1]([C:3]1[CH:8]=[C:7]([CH:9]=[O:10])[CH:6]=[C:5]([CH3:11])[N:4]=1)[CH3:2]. (9) Given the reactants [F:1][C:2]1[CH:7]=[CH:6][C:5]([C:8]2[C:13]([CH3:14])=[CH:12][CH:11]=[CH:10][N+:9]=2[O-])=[CH:4][CH:3]=1.C[Si]([C:20]#[N:21])(C)C.C(OCC)(=O)C.C(=O)([O-])O.[Na+], predict the reaction product. The product is: [F:1][C:2]1[CH:7]=[CH:6][C:5]([C:8]2[N:9]=[C:10]([C:20]#[N:21])[CH:11]=[CH:12][C:13]=2[CH3:14])=[CH:4][CH:3]=1. (10) Given the reactants [Cl:1][C:2]1[CH:3]=[C:4]([F:31])[C:5]([C:25]2[N:29]=[C:28]([CH3:30])[O:27][N:26]=2)=[C:6]([C:8]2[CH:9]=[C:10]3[C:14](=[C:15]([F:17])[CH:16]=2)[CH:13]([NH:18][C:19]([C:21]2([NH2:24])[CH2:23][CH2:22]2)=[O:20])[CH2:12][CH2:11]3)[CH:7]=1.[CH3:32][O:33][C:34]1[CH:38]=[C:37]([C:39](O)=[O:40])[O:36][N:35]=1, predict the reaction product. The product is: [Cl:1][C:2]1[CH:3]=[C:4]([F:31])[C:5]([C:25]2[N:29]=[C:28]([CH3:30])[O:27][N:26]=2)=[C:6]([C:8]2[CH:9]=[C:10]3[C:14](=[C:15]([F:17])[CH:16]=2)[CH:13]([NH:18][C:19]([C:21]2([NH:24][C:39]([C:37]4[O:36][N:35]=[C:34]([O:33][CH3:32])[CH:38]=4)=[O:40])[CH2:23][CH2:22]2)=[O:20])[CH2:12][CH2:11]3)[CH:7]=1.